Dataset: Forward reaction prediction with 1.9M reactions from USPTO patents (1976-2016). Task: Predict the product of the given reaction. (1) Given the reactants Br[C:2]1[CH:3]=[C:4]2[C:10]([C:11]3[C:12]([CH3:25])=[N:13][N:14]([CH2:17][C:18]4[CH:23]=[CH:22][CH:21]=[C:20]([F:24])[CH:19]=4)[C:15]=3[CH3:16])=[CH:9][N:8]([S:26]([C:29]3[CH:35]=[CH:34][C:32]([CH3:33])=[CH:31][CH:30]=3)(=[O:28])=[O:27])[C:5]2=[N:6][CH:7]=1.[CH3:36][O:37][C:38]1[CH:43]=[CH:42][C:41](B2OC(C)(C)C(C)(C)O2)=[CH:40][C:39]=1[NH:53][S:54]([CH2:57][CH3:58])(=[O:56])=[O:55].C(=O)([O-])[O-].[Na+].[Na+], predict the reaction product. The product is: [F:24][C:20]1[CH:19]=[C:18]([CH:23]=[CH:22][CH:21]=1)[CH2:17][N:14]1[C:15]([CH3:16])=[C:11]([C:10]2[C:4]3[C:5](=[N:6][CH:7]=[C:2]([C:41]4[CH:42]=[CH:43][C:38]([O:37][CH3:36])=[C:39]([NH:53][S:54]([CH2:57][CH3:58])(=[O:55])=[O:56])[CH:40]=4)[CH:3]=3)[N:8]([S:26]([C:29]3[CH:30]=[CH:31][C:32]([CH3:33])=[CH:34][CH:35]=3)(=[O:27])=[O:28])[CH:9]=2)[C:12]([CH3:25])=[N:13]1. (2) Given the reactants C1(P(C2C=CC=CC=2)C2C=CC=CC=2)C=CC=CC=1.[C:20]([Br:24])(Br)(Br)[Br:21].[C:25]([O:29][C:30]([N:32]1[CH2:37][CH2:36][CH:35]([CH:38]=O)[CH2:34][CH2:33]1)=[O:31])([CH3:28])([CH3:27])[CH3:26], predict the reaction product. The product is: [Br:21][C:20]([Br:24])=[CH:38][CH:35]1[CH2:36][CH2:37][N:32]([C:30]([O:29][C:25]([CH3:26])([CH3:28])[CH3:27])=[O:31])[CH2:33][CH2:34]1.